From a dataset of Forward reaction prediction with 1.9M reactions from USPTO patents (1976-2016). Predict the product of the given reaction. (1) Given the reactants Br[C:2]1[CH:7]=[CH:6][C:5]([C:8]2[O:12][N:11]=[C:10]([CH3:13])[C:9]=2[NH:14][CH2:15][CH2:16][C:17]([CH3:20])([CH3:19])[CH3:18])=[CH:4][CH:3]=1.[CH2:21]([O:23][C:24]([C:26]1([C:29]2[CH:34]=[CH:33][C:32](B3OC(C)(C)C(C)(C)O3)=[CH:31][CH:30]=2)[CH2:28][CH2:27]1)=[O:25])[CH3:22], predict the reaction product. The product is: [CH2:21]([O:23][C:24]([C:26]1([C:29]2[CH:34]=[CH:33][C:32]([C:2]3[CH:7]=[CH:6][C:5]([C:8]4[O:12][N:11]=[C:10]([CH3:13])[C:9]=4[NH:14][CH2:15][CH2:16][C:17]([CH3:20])([CH3:19])[CH3:18])=[CH:4][CH:3]=3)=[CH:31][CH:30]=2)[CH2:27][CH2:28]1)=[O:25])[CH3:22]. (2) Given the reactants [F:1][C:2]1[CH:7]=[CH:6][C:5]([N:8]2[CH:12]=[C:11]([C:13]([OH:15])=O)[C:10]([C:16]([F:19])([F:18])[F:17])=[N:9]2)=[CH:4][CH:3]=1.[CH2:20]([N:22]1[C:30]2[C:25](=[CH:26][C:27]([N+:31]([O-])=O)=[CH:28][CH:29]=2)[C:24](=[O:34])[NH:23]1)[CH3:21].C(N1C2C(=CC(NC(C3C(C(F)(F)F)=NN(C4C=CC=CN=4)C=3)=O)=CC=2)C(=O)N1)C, predict the reaction product. The product is: [CH2:20]([N:22]1[C:30]2[C:25](=[CH:26][C:27]([NH:31][C:13]([C:11]3[C:10]([C:16]([F:19])([F:18])[F:17])=[N:9][N:8]([C:5]4[CH:4]=[CH:3][C:2]([F:1])=[CH:7][CH:6]=4)[CH:12]=3)=[O:15])=[CH:28][CH:29]=2)[C:24](=[O:34])[NH:23]1)[CH3:21]. (3) Given the reactants [F:1][C:2]([F:37])([F:36])[C:3]1[CH:4]=[C:5]([C@H:13]2[O:17][C:16](=[O:18])[N:15]([CH2:19][C:20]3[CH:25]=[C:24]([C:26]([F:29])([F:28])[F:27])[CH:23]=[CH:22][C:21]=3[C:30](=[O:34])[CH2:31][CH2:32][CH3:33])[C@H:14]2[CH3:35])[CH:6]=[C:7]([C:9]([F:12])([F:11])[F:10])[CH:8]=1.[Br:38]Br, predict the reaction product. The product is: [F:37][C:2]([F:1])([F:36])[C:3]1[CH:4]=[C:5]([C@H:13]2[O:17][C:16](=[O:18])[N:15]([CH2:19][C:20]3[CH:25]=[C:24]([C:26]([F:27])([F:28])[F:29])[CH:23]=[CH:22][C:21]=3[C:30](=[O:34])[CH:31]([Br:38])[CH2:32][CH3:33])[C@H:14]2[CH3:35])[CH:6]=[C:7]([C:9]([F:11])([F:10])[F:12])[CH:8]=1. (4) Given the reactants NC(N)=O.[NH2:5][C:6]1[C:7]([OH:21])=[C:8]([S:13]([NH:16][CH2:17][CH:18]2[CH2:20][CH2:19]2)(=[O:15])=[O:14])[C:9]([Cl:12])=[CH:10][CH:11]=1.[Br:22][C:23]1[CH:28]=[CH:27][CH:26]=[CH:25][C:24]=1[N:29]=[C:30]=[O:31], predict the reaction product. The product is: [Br:22][C:23]1[CH:28]=[CH:27][CH:26]=[CH:25][C:24]=1[NH:29][C:30]([NH:5][C:6]1[CH:11]=[CH:10][C:9]([Cl:12])=[C:8]([S:13]([NH:16][CH2:17][CH:18]2[CH2:20][CH2:19]2)(=[O:14])=[O:15])[C:7]=1[OH:21])=[O:31]. (5) Given the reactants [C:1]([O:5][C:6]([N:8]1[CH:15]2[CH:11]([C:12]([C:16]#[C:17][C:18]3[CH:23]=[CH:22][CH:21]=[C:20]([CH3:24])N=3)=[N:13][O:14]2)[CH2:10][CH2:9]1)=[O:7])([CH3:4])([CH3:3])[CH3:2].[F:25]C1C=CC=C(I)C=1, predict the reaction product. The product is: [C:1]([O:5][C:6]([N:8]1[CH:15]2[CH:11]([C:12]([C:16]#[C:17][C:18]3[CH:23]=[CH:22][CH:21]=[C:20]([F:25])[CH:24]=3)=[N:13][O:14]2)[CH2:10][CH2:9]1)=[O:7])([CH3:2])([CH3:3])[CH3:4].